From a dataset of Full USPTO retrosynthesis dataset with 1.9M reactions from patents (1976-2016). Predict the reactants needed to synthesize the given product. (1) Given the product [CH3:25][C@H:10]1[CH2:9][NH:8][CH2:14][C:13]2[N:15]=[CH:16][C:17]([N:19]3[CH2:24][CH2:23][O:22][CH2:21][CH2:20]3)=[N:18][C:12]=2[O:11]1, predict the reactants needed to synthesize it. The reactants are: C([N:8]1[CH2:14][C:13]2[N:15]=[CH:16][C:17]([N:19]3[CH2:24][CH2:23][O:22][CH2:21][CH2:20]3)=[N:18][C:12]=2[O:11][C@@H:10]([CH3:25])[CH2:9]1)C1C=CC=CC=1. (2) Given the product [C:12]([O:11][C:9]([N:28]1[CH2:29][CH2:30][N:25]([C:24]2[C:20]3[CH:19]=[CH:18][C:17]([F:16])=[CH:31][C:21]=3[S:22][CH:23]=2)[CH2:26][CH2:27]1)=[O:10])([CH3:13])([CH3:14])[CH3:15], predict the reactants needed to synthesize it. The reactants are: [C:9](O[C:9]([O:11][C:12]([CH3:15])([CH3:14])[CH3:13])=[O:10])([O:11][C:12]([CH3:15])([CH3:14])[CH3:13])=[O:10].[F:16][C:17]1[CH:18]=[CH:19][C:20]2[C:24]([N:25]3[CH2:30][CH2:29][NH:28][CH2:27][CH2:26]3)=[CH:23][S:22][C:21]=2[CH:31]=1.C(N(C(C)C)CC)(C)C.[OH-].[Na+].CCOC(C)=O. (3) Given the product [CH3:1][C:2]1[CH:3]=[CH:4][C:5]2[O:9][C:8](/[C:10](/[C:17]3[CH:22]=[CH:21][CH:20]=[CH:19][CH:18]=3)=[CH:11]/[C:12]([OH:14])=[O:13])=[CH:7][C:6]=2[CH:23]=1, predict the reactants needed to synthesize it. The reactants are: [CH3:1][C:2]1[CH:3]=[CH:4][C:5]2[O:9][C:8](/[C:10](/[C:17]3[CH:22]=[CH:21][CH:20]=[CH:19][CH:18]=3)=[CH:11]\[C:12]([O:14]CC)=[O:13])=[CH:7][C:6]=2[CH:23]=1.CC1C=CC2OC(/C(/C3C=CC=CC=3)=C/C(OCC)=O)=CC=2C=1.CC1C=CC2OC(/C(/C3C=CC=CC=3)=C\C(O)=O)=CC=2C=1. (4) Given the product [CH:42]1([C:40]([NH:39][C:37]2[N:38]=[C:33]3[CH:32]=[CH:31][C:30]([O:29][C:28]4[CH:45]=[CH:46][C:47]([CH3:48])=[C:26]([NH:25][C:10]([C:9]5[N:5]([CH2:4][CH2:3][O:2][CH3:1])[N:6]=[C:7]([CH3:13])[CH:8]=5)=[O:12])[CH:27]=4)=[N:35][N:34]3[CH:36]=2)=[O:41])[CH2:43][CH2:44]1, predict the reactants needed to synthesize it. The reactants are: [CH3:1][O:2][CH2:3][CH2:4][N:5]1[C:9]([C:10]([OH:12])=O)=[CH:8][C:7]([CH3:13])=[N:6]1.O1CCCC1.C(Cl)(=O)C(Cl)=O.[NH2:25][C:26]1[CH:27]=[C:28]([CH:45]=[CH:46][C:47]=1[CH3:48])[O:29][C:30]1[CH:31]=[CH:32][C:33]2[N:34]([CH:36]=[C:37]([NH:39][C:40]([CH:42]3[CH2:44][CH2:43]3)=[O:41])[N:38]=2)[N:35]=1. (5) Given the product [C:1]([O:5][C:6](=[O:27])[CH2:7][C@@:8]1([C:20]([O:22][C:23]([CH3:26])([CH3:25])[CH3:24])=[O:21])[O:12][N:11]=[C:10]([C:13]2[CH:18]=[CH:17][CH:16]=[C:15]([OH:19])[CH:14]=2)[CH2:9]1)([CH3:3])([CH3:4])[CH3:2], predict the reactants needed to synthesize it. The reactants are: [C:1]([O:5][C:6](=[O:27])[CH2:7][C:8]1([C:20]([O:22][C:23]([CH3:26])([CH3:25])[CH3:24])=[O:21])[O:12][N:11]=[C:10]([C:13]2[CH:18]=[CH:17][CH:16]=[C:15]([OH:19])[CH:14]=2)[CH2:9]1)([CH3:4])([CH3:3])[CH3:2]. (6) Given the product [Cl:1][C:2]1[NH:10][C:9]2[C:8](=[O:11])[NH:7][C:6](=[O:12])[N:5]([CH2:20][CH2:21][CH2:22][CH2:23][CH2:24][CH2:25][CH2:26][CH3:27])[C:4]=2[N:3]=1, predict the reactants needed to synthesize it. The reactants are: [Cl:1][C:2]1[NH:10][C:9]2[C:8](=[O:11])[NH:7][C:6](=[O:12])[NH:5][C:4]=2[N:3]=1.C(=O)([O-])[O-].[Na+].[Na+].I[CH2:20][CH2:21][CH2:22][CH2:23][CH2:24][CH2:25][CH2:26][CH3:27].N1CCOCC1.Cl.